Dataset: Catalyst prediction with 721,799 reactions and 888 catalyst types from USPTO. Task: Predict which catalyst facilitates the given reaction. (1) Reactant: [F:1][C:2]1[C:7]([O:8][CH3:9])=[CH:6][CH:5]=[C:4]([F:10])[C:3]=1[C:11]1[N:16]=[C:15]([C:17]([OH:19])=O)[CH:14]=[CH:13][C:12]=1[F:20].[NH2:21][C:22]1[C:23]([N:31]2[CH2:36][C@H:35]([CH3:37])[CH2:34][C@H:33]([NH:38]C(=O)OC(C)(C)C)[CH2:32]2)=[C:24]2[CH2:30][CH2:29][O:28][C:25]2=[N:26][CH:27]=1.CN(C(ON1N=NC2C=CC=NC1=2)=[N+](C)C)C.F[P-](F)(F)(F)(F)F.CCN(C(C)C)C(C)C. Product: [NH2:38][C@H:33]1[CH2:34][C@@H:35]([CH3:37])[CH2:36][N:31]([C:23]2[C:22]([NH:21][C:17]([C:15]3[CH:14]=[CH:13][C:12]([F:20])=[C:11]([C:3]4[C:4]([F:10])=[CH:5][CH:6]=[C:7]([O:8][CH3:9])[C:2]=4[F:1])[N:16]=3)=[O:19])=[CH:27][N:26]=[C:25]3[O:28][CH2:29][CH2:30][C:24]=23)[CH2:32]1. The catalyst class is: 3. (2) Reactant: CC(O)C.[NH2:5][CH2:6][C:7](=[C:9]1[CH2:14][CH2:13][CH2:12][N:11]([C:15]2[C:24]([O:25][CH3:26])=[C:23]3[C:18]([C:19](=[O:33])[C:20]([C:30]([OH:32])=[O:31])=[CH:21][N:22]3[CH:27]3[CH2:29][CH2:28]3)=[CH:17][C:16]=2[F:34])[CH2:10]1)[F:8].[ClH:35]. Product: [ClH:35].[NH2:5][CH2:6][C:7](=[C:9]1[CH2:14][CH2:13][CH2:12][N:11]([C:15]2[C:24]([O:25][CH3:26])=[C:23]3[C:18]([C:19](=[O:33])[C:20]([C:30]([OH:32])=[O:31])=[CH:21][N:22]3[CH:27]3[CH2:29][CH2:28]3)=[CH:17][C:16]=2[F:34])[CH2:10]1)[F:8]. The catalyst class is: 6.